From a dataset of Reaction yield outcomes from USPTO patents with 853,638 reactions. Predict the reaction yield, written as a fraction of the theoretical maximum amount of product (1.0 means a 100% yield; for example, 0.34 means a 34% yield). (1) The reactants are [H-].[Na+].[Br:3][C:4]1[CH:5]=[C:6]2[NH:12][CH:11]=[CH:10][C:7]2=[N:8][CH:9]=1.[C:13]1([S:19](Cl)(=[O:21])=[O:20])[CH:18]=[CH:17][CH:16]=[CH:15][CH:14]=1. The catalyst is C1COCC1. The product is [C:13]1([S:19]([N:12]2[C:6]3[C:7](=[N:8][CH:9]=[C:4]([Br:3])[CH:5]=3)[CH:10]=[CH:11]2)(=[O:21])=[O:20])[CH:18]=[CH:17][CH:16]=[CH:15][CH:14]=1. The yield is 0.990. (2) The reactants are O[O:2][S:3]([O-:5])=O.[K+].[F:7][C:8]1[CH:9]=[CH:10][CH:11]=[C:12]2[C:17]=1[N:16]=[C:15]([C:18]1[CH:23]=[CH:22][CH:21]=[CH:20][C:19]=1SC)[C:14]([C@@H:26]([N:28]1[C:36](=[O:37])[C:35]3[C:30](=[CH:31][CH:32]=[CH:33][CH:34]=3)[C:29]1=[O:38])[CH3:27])=[CH:13]2.[CH2:39](Cl)Cl. No catalyst specified. The product is [F:7][C:8]1[CH:9]=[CH:10][CH:11]=[C:12]2[C:17]=1[N:16]=[C:15]([C:18]1[CH:23]=[CH:22][CH:21]=[CH:20][C:19]=1[S:3]([CH3:39])(=[O:5])=[O:2])[C:14]([C@@H:26]([N:28]1[C:36](=[O:37])[C:35]3[C:30](=[CH:31][CH:32]=[CH:33][CH:34]=3)[C:29]1=[O:38])[CH3:27])=[CH:13]2. The yield is 0.970. (3) The reactants are [H-].[Al+3].[Li+].[H-].[H-].[H-].[Cl:7][C:8]1[CH:13]=[CH:12][CH:11]=[C:10]([F:14])[C:9]=1/[CH:15]=[CH:16]/[C:17](OCC)=[O:18]. The catalyst is O1CCCC1. The product is [Cl:7][C:8]1[CH:13]=[CH:12][CH:11]=[C:10]([F:14])[C:9]=1[CH2:15][CH2:16][CH2:17][OH:18]. The yield is 0.320. (4) The yield is 0.710. The product is [CH3:32][O:31][C:6]1[CH:7]=[C:8]2[C:13](=[CH:14][C:5]=1[O:4][CH2:3][CH2:2][NH:39][CH2:40][CH2:41][OH:42])[N:12]=[CH:11][CH:10]=[C:9]2[O:15][C:16]1[C:17]([C:24]2[CH:29]=[CH:28][C:27]([CH3:30])=[CH:26][N:25]=2)=[N:18][C:19]([CH3:23])=[C:20]([CH3:22])[CH:21]=1. The catalyst is CN(C)C=O. The reactants are Cl[CH2:2][CH2:3][O:4][C:5]1[CH:14]=[C:13]2[C:8]([C:9]([O:15][C:16]3[C:17]([C:24]4[CH:29]=[CH:28][C:27]([CH3:30])=[CH:26][N:25]=4)=[N:18][C:19]([CH3:23])=[C:20]([CH3:22])[CH:21]=3)=[CH:10][CH:11]=[N:12]2)=[CH:7][C:6]=1[O:31][CH3:32].C(=O)([O-])[O-].[K+].[K+].[NH2:39][CH2:40][CH2:41][OH:42]. (5) The reactants are [F:1][C:2]([F:16])([F:15])[C:3]1[CH:14]=[CH:13][C:6]([CH2:7][CH:8]([C:11]#[N:12])[C:9]#[N:10])=[CH:5][CH:4]=1.C(=O)([O-])[O-].[Cs+].[Cs+].FC(F)(F)S(O[CH2:29][C:30]([F:33])([F:32])[F:31])(=O)=O. The catalyst is CN(C)C=O. The product is [F:31][C:30]([F:33])([F:32])[CH2:29][C:8]([CH2:7][C:6]1[CH:5]=[CH:4][C:3]([C:2]([F:15])([F:16])[F:1])=[CH:14][CH:13]=1)([C:11]#[N:12])[C:9]#[N:10]. The yield is 0.400. (6) The reactants are [NH2:1][C:2]1[N:7]=[CH:6][N:5]=[C:4]2[N:8]([CH2:12][C@H:13]3[CH2:17][CH2:16][CH2:15][N:14]3[C:18]([O:20][C:21]([CH3:24])([CH3:23])[CH3:22])=[O:19])[N:9]=[C:10](I)[C:3]=12.[F:25][C:26]1[CH:47]=[CH:46][CH:45]=[C:44]([F:48])[C:27]=1[O:28][C:29]1[CH:34]=[CH:33][C:32](B2OC(C)(C)C(C)(C)O2)=[CH:31][CH:30]=1.C(=O)([O-])[O-].[Na+].[Na+]. The catalyst is O1CCOCC1.O. The product is [NH2:1][C:2]1[N:7]=[CH:6][N:5]=[C:4]2[N:8]([CH2:12][C@H:13]3[CH2:17][CH2:16][CH2:15][N:14]3[C:18]([O:20][C:21]([CH3:24])([CH3:23])[CH3:22])=[O:19])[N:9]=[C:10]([C:32]3[CH:31]=[CH:30][C:29]([O:28][C:27]4[C:44]([F:48])=[CH:45][CH:46]=[CH:47][C:26]=4[F:25])=[CH:34][CH:33]=3)[C:3]=12. The yield is 0.790. (7) The reactants are [CH3:1][O:2][CH2:3][C:4]([C:6]1[C:11]([OH:12])=[CH:10][C:9]([OH:13])=[CH:8][C:7]=1[OH:14])=[O:5].[CH2:15](Br)[CH2:16][C:17]([CH3:19])=[CH2:18]. The catalyst is [OH-].[K+]. The product is [CH3:1][O:2][CH2:3][C:4]([C:6]1[C:7]([OH:14])=[C:8]([CH2:15][CH:16]=[C:17]([CH3:19])[CH3:18])[C:9]([OH:13])=[C:10]([CH2:3][CH:4]=[C:6]([CH3:11])[CH3:7])[C:11]=1[OH:12])=[O:5]. The yield is 0.410. (8) The reactants are CC(OI1(OC(C)=O)(OC(C)=O)OC(=O)C2C=CC=CC1=2)=O.[S:23]1[CH:27]=[N:26][N:25]=[C:24]1[CH:28]([OH:46])[CH2:29][CH2:30][CH2:31][CH2:32][CH2:33][CH2:34][CH2:35][CH:36]=[CH:37][CH2:38][CH2:39][CH2:40][CH2:41][CH2:42][CH2:43][CH2:44][CH3:45].[O-]S([O-])(=S)=O.[Na+].[Na+].CO.C(Cl)Cl. The catalyst is C(Cl)Cl.CCOCC.C([O-])(O)=O.[Na+]. The product is [S:23]1[CH:27]=[N:26][N:25]=[C:24]1[C:28](=[O:46])[CH2:29][CH2:30][CH2:31][CH2:32][CH2:33][CH2:34][CH2:35][CH:36]=[CH:37][CH2:38][CH2:39][CH2:40][CH2:41][CH2:42][CH2:43][CH2:44][CH3:45]. The yield is 0.700. (9) The catalyst is CN(C=O)C. The yield is 0.800. The reactants are [Cl:1][C:2]1[C:23]([Cl:24])=[CH:22][C:5]2[O:6][C@H:7]([CH2:10]OS(C3C=CC(C)=CC=3)(=O)=O)[CH2:8][O:9][C:4]=2[CH:3]=1.[C:25]1(=[O:35])[NH:29][C:28](=[O:30])[C:27]2=[CH:31][CH:32]=[CH:33][CH:34]=[C:26]12.[K].O. The product is [Cl:1][C:2]1[C:23]([Cl:24])=[CH:22][C:5]2[O:6][C@@H:7]([CH2:10][N:29]3[C:25](=[O:35])[C:26]4[C:27](=[CH:31][CH:32]=[CH:33][CH:34]=4)[C:28]3=[O:30])[CH2:8][O:9][C:4]=2[CH:3]=1.